From a dataset of Reaction yield outcomes from USPTO patents with 853,638 reactions. Predict the reaction yield, written as a fraction of the theoretical maximum amount of product (1.0 means a 100% yield; for example, 0.34 means a 34% yield). (1) The yield is 0.110. The product is [C:21]([C:20]1[CH:23]=[C:16]([C:14]2[O:13][N:12]=[C:11]([C:6]3[CH:7]=[CH:8][CH:9]=[C:10]4[C:5]=3[CH2:4][CH2:3][C@H:2]4[NH:1][C:38](=[O:39])[O:40][CH3:41])[N:15]=2)[CH:17]=[CH:18][C:19]=1[O:24][CH:25]([CH3:27])[CH3:26])#[N:22]. The reactants are [NH2:1][C@H:2]1[C:10]2[C:5](=[C:6]([C:11]3[N:15]=[C:14]([C:16]4[CH:17]=[CH:18][C:19]([O:24][CH:25]([CH3:27])[CH3:26])=[C:20]([CH:23]=4)[C:21]#[N:22])[O:13][N:12]=3)[CH:7]=[CH:8][CH:9]=2)[CH2:4][CH2:3]1.CCN(C(C)C)C(C)C.Cl[C:38]([O:40][CH3:41])=[O:39]. The catalyst is CN(C=O)C. (2) The reactants are [NH2:1][C:2]1[CH:10]=[C:9]([O:11][CH3:12])[CH:8]=[C:7]([O:13][CH3:14])[C:3]=1[C:4]([NH2:6])=[O:5].C([Si](C)(C)[O:20][CH2:21][CH2:22][O:23][C:24]1[CH:31]=[CH:30][C:27]([CH:28]=O)=[CH:26][C:25]=1[Cl:32])(C)(C)C.O.C1(C)C=CC(S(O)(=O)=O)=CC=1.S([O-])(O)=O.[Na+]. The catalyst is O.CC(N(C)C)=O. The product is [Cl:32][C:25]1[CH:26]=[C:27]([C:28]2[NH:6][C:4](=[O:5])[C:3]3[C:2](=[CH:10][C:9]([O:11][CH3:12])=[CH:8][C:7]=3[O:13][CH3:14])[N:1]=2)[CH:30]=[CH:31][C:24]=1[O:23][CH2:22][CH2:21][OH:20]. The yield is 0.230. (3) The reactants are C([O:14][C:15]1[C:24]2[N:23]=[CH:22][CH:21]=[CH:20][C:19]=2[C:18]([C:25]([OH:27])=O)=[C:17]2[CH2:28][N:29]([CH2:32][C:33]3[CH:38]=[CH:37][C:36]([F:39])=[CH:35][CH:34]=3)[C:30](=[O:31])[C:16]=12)(C1C=CC=CC=1)C1C=CC=CC=1.[CH3:40][NH:41][C:42]1[CH:47]=[CH:46][CH:45]=[CH:44][N:43]=1.C(N(C(C)C)CC)(C)C.F[P-](F)(F)(F)(F)F.N1(OC(N(C)C)=[N+](C)C)C2N=CC=CC=2N=N1. The catalyst is CN(C)C=O. The product is [CH3:40][N:41]([C:42]1[CH:47]=[CH:46][CH:45]=[CH:44][N:43]=1)[C:25]([C:18]1[C:19]2[CH:20]=[CH:21][CH:22]=[N:23][C:24]=2[C:15]([OH:14])=[C:16]2[C:30](=[O:31])[N:29]([CH2:32][C:33]3[CH:38]=[CH:37][C:36]([F:39])=[CH:35][CH:34]=3)[CH2:28][C:17]=12)=[O:27]. The yield is 0.0800.